From a dataset of Full USPTO retrosynthesis dataset with 1.9M reactions from patents (1976-2016). Predict the reactants needed to synthesize the given product. (1) Given the product [Cl:1][C:2]1[CH:7]=[CH:6][C:5]([N:8]([CH2:31][C:32]2[CH:36]=[CH:35][S:34][CH:33]=2)[CH:9]2[CH2:10][CH2:11][N:12]([C@H:15]([CH3:29])[CH2:16][CH2:17][NH:18][C:19]([C:21]3[C:26]([CH3:27])=[N:25][CH:24]=[N:23][C:22]=3[CH3:28])=[O:20])[CH2:13][CH2:14]2)=[CH:4][CH:3]=1, predict the reactants needed to synthesize it. The reactants are: [Cl:1][C:2]1[CH:7]=[CH:6][C:5]([NH:8][CH:9]2[CH2:14][CH2:13][N:12]([C@H:15]([CH3:29])[CH2:16][CH2:17][NH:18][C:19]([C:21]3[C:22]([CH3:28])=[N:23][CH:24]=[N:25][C:26]=3[CH3:27])=[O:20])[CH2:11][CH2:10]2)=[CH:4][CH:3]=1.Br[CH2:31][C:32]1[CH:36]=[CH:35][S:34][CH:33]=1. (2) Given the product [CH:1]1([CH2:6][C:7]2[C:8]([O:13][S:24]([C:23]([F:36])([F:35])[F:22])(=[O:26])=[O:25])=[N:9][CH:10]=[CH:11][CH:12]=2)[CH2:2][CH:3]=[CH:4][CH2:5]1, predict the reactants needed to synthesize it. The reactants are: [CH:1]1([CH2:6][C:7]2[C:8](=[O:13])[NH:9][CH:10]=[CH:11][CH:12]=2)[CH2:5][CH:4]=[CH:3][CH2:2]1.CC1C=CC=C(C)N=1.[F:22][C:23]([F:36])([F:35])[S:24](O[S:24]([C:23]([F:36])([F:35])[F:22])(=[O:26])=[O:25])(=[O:26])=[O:25].O. (3) The reactants are: C([O:8][C:9]1[C:10]([NH:22][C:23]2[CH:30]=[CH:29][C:26]([C:27]#[N:28])=[C:25]([F:31])[CH:24]=2)=[N:11][CH:12]=[N:13][C:14]=1[C:15]1[CH:20]=[CH:19][C:18]([CH3:21])=[CH:17][CH:16]=1)C1C=CC=CC=1. Given the product [F:31][C:25]1[CH:24]=[C:23]([NH:22][C:10]2[C:9]([OH:8])=[C:14]([C:15]3[CH:16]=[CH:17][C:18]([CH3:21])=[CH:19][CH:20]=3)[N:13]=[CH:12][N:11]=2)[CH:30]=[CH:29][C:26]=1[C:27]#[N:28], predict the reactants needed to synthesize it. (4) Given the product [F:1][C:2]1[C:7]([C:8]([F:9])([F:10])[F:11])=[CH:6][CH:5]=[CH:4][C:3]=1[N:12]1[CH2:13][CH2:14][N:15]([CH2:25][CH2:26][O:27][CH3:28])[CH2:16][CH2:17]1, predict the reactants needed to synthesize it. The reactants are: [F:1][C:2]1[C:7]([C:8]([F:11])([F:10])[F:9])=[CH:6][CH:5]=[CH:4][C:3]=1[N:12]1[CH2:17][CH2:16][NH:15][CH2:14][CH2:13]1.C(=O)([O-])[O-].[K+].[K+].Br[CH2:25][CH2:26][O:27][CH3:28].Cl. (5) The reactants are: [Cl:1][C:2]1[CH:3]=[C:4]([CH:12]([C:15](=O)[C:16]([F:19])([F:18])[F:17])[C:13]#[N:14])[CH:5]=[C:6]([Cl:11])[C:7]=1[N:8]([CH3:10])[CH3:9].O=P(Cl)(Cl)[Cl:23].C(N(CC)CC)C. Given the product [Cl:23]/[C:15](/[C:16]([F:19])([F:18])[F:17])=[C:12](\[C:4]1[CH:3]=[C:2]([Cl:1])[C:7]([N:8]([CH3:10])[CH3:9])=[C:6]([Cl:11])[CH:5]=1)/[C:13]#[N:14], predict the reactants needed to synthesize it. (6) Given the product [C:1]([O:5][C:6]([N:8]1[CH2:13][CH2:12][CH:11]([CH2:14][CH2:15][CH2:16][CH2:17][NH2:18])[CH2:10][CH2:9]1)=[O:7])([CH3:4])([CH3:3])[CH3:2], predict the reactants needed to synthesize it. The reactants are: [C:1]([O:5][C:6]([N:8]1[CH2:13][CH2:12][CH:11]([CH2:14][CH2:15][CH2:16][C:17]#[N:18])[CH2:10][CH2:9]1)=[O:7])([CH3:4])([CH3:3])[CH3:2].O.[OH-].[Li+].